This data is from Full USPTO retrosynthesis dataset with 1.9M reactions from patents (1976-2016). The task is: Predict the reactants needed to synthesize the given product. (1) Given the product [N:6]1[C:5]2[CH:7]=[CH:8][CH:9]=[CH:10][C:4]=2[NH:3][C:2]=1[NH:22][CH:19]1[C:20]2[C:15](=[CH:14][CH:13]=[C:12]([F:11])[CH:21]=2)[CH2:16][CH2:17][CH2:18]1, predict the reactants needed to synthesize it. The reactants are: Cl[C:2]1[NH:3][C:4]2[CH:10]=[CH:9][CH:8]=[CH:7][C:5]=2[N:6]=1.[F:11][C:12]1[CH:21]=[C:20]2[C:15]([CH2:16][CH2:17][CH2:18][CH:19]2[NH2:22])=[CH:14][CH:13]=1. (2) Given the product [Cl:1][C:2]1[C:3]([C:17]2[C:22]([Cl:23])=[CH:21][N:20]=[C:19]([NH2:26])[CH:18]=2)=[N:4][C:5]([NH:9][CH2:10][CH:11]2[CH2:16][CH2:15][O:14][CH2:13][CH2:12]2)=[C:6]([F:8])[CH:7]=1, predict the reactants needed to synthesize it. The reactants are: [Cl:1][C:2]1[C:3]([C:17]2[C:22]([Cl:23])=[CH:21][N:20]=[C:19](F)[CH:18]=2)=[N:4][C:5]([NH:9][CH2:10][CH:11]2[CH2:16][CH2:15][O:14][CH2:13][CH2:12]2)=[C:6]([F:8])[CH:7]=1.[OH-].[NH4+:26]. (3) Given the product [Cl:19][C:9]1[CH:8]=[C:7]([C:2]2[CH:3]=[CH:4][CH:5]=[CH:6][N:1]=2)[N:12]=[C:11]2[CH:13]=[CH:14][S:15][C:10]=12, predict the reactants needed to synthesize it. The reactants are: [N:1]1[CH:6]=[CH:5][CH:4]=[CH:3][C:2]=1[C:7]1[N:12]=[C:11]2[CH:13]=[CH:14][S:15][C:10]2=[C:9](O)[CH:8]=1.O=P(Cl)(Cl)[Cl:19]. (4) The reactants are: [CH3:1][O:2][C:3]1[CH:10]=[CH:9][C:6]([CH2:7]Cl)=[CH:5][CH:4]=1.[N-:11]=[N+:12]=[N-:13].[Na+]. Given the product [N:11]([CH2:7][C:6]1[CH:9]=[CH:10][C:3]([O:2][CH3:1])=[CH:4][CH:5]=1)=[N+:12]=[N-:13], predict the reactants needed to synthesize it. (5) Given the product [Cl:1][C:2]1[C:9]([CH:10]=[O:14])=[CH:8][CH:7]=[C:6]([F:13])[C:3]=1[C:4]#[N:5], predict the reactants needed to synthesize it. The reactants are: [Cl:1][C:2]1[C:9]([CH:10](Br)Br)=[CH:8][CH:7]=[C:6]([F:13])[C:3]=1[C:4]#[N:5].[OH-:14].[Na+]. (6) Given the product [CH3:16][O:17][C:18](=[O:28])[C:19]1[CH:24]=[C:23]([Cl:25])[C:22]([Cl:26])=[CH:21][C:20]=1[NH:27][C:8](=[O:10])[CH:7]([C:1]1[CH:2]=[CH:3][CH:4]=[CH:5][CH:6]=1)[CH3:11], predict the reactants needed to synthesize it. The reactants are: [C:1]1([CH:7]([CH3:11])[C:8]([OH:10])=O)[CH:6]=[CH:5][CH:4]=[CH:3][CH:2]=1.O=S(Cl)Cl.[CH3:16][O:17][C:18](=[O:28])[C:19]1[CH:24]=[C:23]([Cl:25])[C:22]([Cl:26])=[CH:21][C:20]=1[NH2:27].CCCCCC. (7) The reactants are: [CH3:1][C:2]1[CH:6]=[C:5]([C:7]2[CH:12]=[CH:11][C:10]([CH3:13])=[CH:9][CH:8]=2)[S:4][C:3]=1[C:14]([OH:16])=O.[CH2:17]=O.S(Cl)(Cl)=O.[CH3:23][N:24]([CH3:35])[CH2:25][CH2:26][O:27][C:28]1[CH:33]=[CH:32][C:31]([NH2:34])=[CH:30][CH:29]=1. Given the product [CH3:23][N:24]([CH3:35])[CH2:25][CH2:26][O:27][C:28]1[CH:33]=[CH:32][C:31]([N:34]2[CH2:17][CH2:1][C:2]3[CH:6]=[C:5]([C:7]4[CH:8]=[CH:9][C:10]([CH3:13])=[CH:11][CH:12]=4)[S:4][C:3]=3[C:14]2=[O:16])=[CH:30][CH:29]=1, predict the reactants needed to synthesize it. (8) Given the product [CH3:39][C:29]1[N:30]=[C:31]2[N:32]([CH2:35][CH2:36][CH2:37][CH2:38]2)[C:33](=[O:34])[C:28]=1[CH2:27][CH2:26][N:13]1[CH2:12][CH2:11][CH:10]([C:7]2[C:6]3[CH:16]=[CH:17][C:3]([F:2])=[CH:4][C:5]=3[O:9][N:8]=2)[CH2:15][CH2:14]1, predict the reactants needed to synthesize it. The reactants are: Cl.[F:2][C:3]1[CH:17]=[CH:16][C:6]2[C:7]([CH:10]3[CH2:15][CH2:14][NH:13][CH2:12][CH2:11]3)=[N:8][O:9][C:5]=2[CH:4]=1.C(=O)([O-])[O-].[Na+].[Na+].Cl.Cl[CH2:26][CH2:27][C:28]1[C:33](=[O:34])[N:32]2[CH2:35][CH2:36][CH2:37][CH2:38][C:31]2=[N:30][C:29]=1[CH3:39].